From a dataset of Forward reaction prediction with 1.9M reactions from USPTO patents (1976-2016). Predict the product of the given reaction. (1) Given the reactants ClC1C(C(NCC23CC4CC(CC(C4)C2)C3)=O)=CC(C2C=CC=CC=2C(O)=O)=NC=1.[Cl:31][C:32]1[CH:37]=[CH:36][C:35](B(O)O)=[CH:34][C:33]=1[C:41]([NH:43][CH2:44][C:45]12[CH2:54][CH:49]3[CH2:50][CH:51]([CH2:53][CH:47]([CH2:48]3)[CH2:46]1)[CH2:52]2)=[O:42].Br[C:56]1[C:57]([N:62]2[CH2:73][CH2:72][CH2:71][C@H:63]2[C:64]([O:66][C:67]([CH3:70])([CH3:69])[CH3:68])=[O:65])=[N:58][CH:59]=[CH:60][CH:61]=1, predict the reaction product. The product is: [Cl:31][C:32]1[CH:37]=[CH:36][C:35]([C:56]2[C:57]([N:62]3[CH2:73][CH2:72][CH2:71][C@H:63]3[C:64]([O:66][C:67]([CH3:69])([CH3:70])[CH3:68])=[O:65])=[N:58][CH:59]=[CH:60][CH:61]=2)=[CH:34][C:33]=1[C:41]([NH:43][CH2:44][C:45]12[CH2:54][CH:49]3[CH2:50][CH:51]([CH2:53][CH:47]([CH2:48]3)[CH2:46]1)[CH2:52]2)=[O:42]. (2) Given the reactants [NH2:1][C:2]1[C:3]([OH:12])=[N:4][CH:5]=[C:6]([C:8]([F:11])([F:10])[F:9])[CH:7]=1.[C:13](O)(=[O:20])[C:14]1[CH:19]=[CH:18][N:17]=[CH:16][CH:15]=1.CCN=C=NCCCN(C)C.N1C=CC=CC=1, predict the reaction product. The product is: [OH:12][C:3]1[C:2]([NH:1][C:13](=[O:20])[C:14]2[CH:19]=[CH:18][N:17]=[CH:16][CH:15]=2)=[CH:7][C:6]([C:8]([F:11])([F:9])[F:10])=[CH:5][N:4]=1. (3) Given the reactants Cl.C(OCC)(=O)C.[CH2:8]([O:10][C:11](=[O:34])[C@H:12]([NH:26]C(OC(C)(C)C)=O)[CH2:13][CH2:14][C:15](=O)[C:16]1[CH:21]=[C:20]([F:22])[C:19]([F:23])=[C:18]([F:24])[CH:17]=1)[CH3:9], predict the reaction product. The product is: [CH2:8]([O:10][C:11]([C@H:12]1[CH2:13][CH2:14][C:15]([C:16]2[CH:21]=[C:20]([F:22])[C:19]([F:23])=[C:18]([F:24])[CH:17]=2)=[N:26]1)=[O:34])[CH3:9]. (4) Given the reactants I[C:2]1[CH:3]=[N:4][CH:5]=[CH:6][C:7]=1[NH2:8].[F:9][C:10]1[CH:11]=[C:12]([CH:24]=[CH:25][CH:26]=1)[C:13]([NH:15][CH2:16][CH2:17][C:18]#[C:19][Si:20]([CH3:23])([CH3:22])[CH3:21])=[O:14].C1(P(C2C=CC=CC=2)C2C=CC=CC=2)C=CC=CC=1.C([O-])(=O)C.[Na+].[Cl-].[Li+], predict the reaction product. The product is: [F:9][C:10]1[CH:11]=[C:12]([CH:24]=[CH:25][CH:26]=1)[C:13]([NH:15][CH2:16][CH2:17][C:18]1[C:2]2[CH:3]=[N:4][CH:5]=[CH:6][C:7]=2[NH:8][C:19]=1[Si:20]([CH3:22])([CH3:21])[CH3:23])=[O:14]. (5) Given the reactants I[C:2]1[C:10]2[C:5](=[N:6][CH:7]=[N:8][C:9]=2[NH2:11])[N:4]([C@H:12]2[CH2:17][CH2:16][C@@H:15]([N:18]3[CH2:23][CH2:22][N:21]([CH3:24])[CH2:20][CH2:19]3)[CH2:14][CH2:13]2)[N:3]=1.[CH2:25]([NH:33][C:34]([C:36]1[CH:41]=[CH:40][C:39](B(O)O)=[CH:38][C:37]=1[O:45][CH3:46])=[O:35])[CH2:26][C:27]1[CH:32]=[CH:31][CH:30]=[CH:29][CH:28]=1.C(=O)([O-])[O-].[Na+].[Na+].COCCOC, predict the reaction product. The product is: [CH2:25]([NH:33][C:34](=[O:35])[C:36]1[CH:41]=[CH:40][C:39]([C:2]2[C:10]3[C:5](=[N:6][CH:7]=[N:8][C:9]=3[NH2:11])[N:4]([C@H:12]3[CH2:17][CH2:16][C@@H:15]([N:18]4[CH2:23][CH2:22][N:21]([CH3:24])[CH2:20][CH2:19]4)[CH2:14][CH2:13]3)[N:3]=2)=[CH:38][C:37]=1[O:45][CH3:46])[CH2:26][C:27]1[CH:28]=[CH:29][CH:30]=[CH:31][CH:32]=1. (6) The product is: [CH3:21][O:20][C:17]1[CH:18]=[CH:19][C:14]([C:7]2[C:6]3[C:10](=[C:2]([N:28]4[CH2:33][CH2:32][O:31][CH2:30][CH2:29]4)[CH:3]=[CH:4][CH:5]=3)[N:9]([CH2:11][CH2:12][CH3:13])[N:8]=2)=[CH:15][CH:16]=1. Given the reactants Cl[C:2]1[CH:3]=[CH:4][CH:5]=[C:6]2[C:10]=1[N:9]([CH2:11][CH2:12][CH3:13])[N:8]=[C:7]2[C:14]1[CH:19]=[CH:18][C:17]([O:20][CH3:21])=[CH:16][CH:15]=1.C(COC)OC.[NH:28]1[CH2:33][CH2:32][O:31][CH2:30][CH2:29]1.CC(C)([O-])C.[Na+], predict the reaction product.